This data is from NCI-60 drug combinations with 297,098 pairs across 59 cell lines. The task is: Regression. Given two drug SMILES strings and cell line genomic features, predict the synergy score measuring deviation from expected non-interaction effect. (1) Drug 1: CC(CN1CC(=O)NC(=O)C1)N2CC(=O)NC(=O)C2. Drug 2: CC1=CC=C(C=C1)C2=CC(=NN2C3=CC=C(C=C3)S(=O)(=O)N)C(F)(F)F. Cell line: NCI-H522. Synergy scores: CSS=14.4, Synergy_ZIP=-6.75, Synergy_Bliss=-6.63, Synergy_Loewe=-3.77, Synergy_HSA=-3.45. (2) Drug 1: CCC1(CC2CC(C3=C(CCN(C2)C1)C4=CC=CC=C4N3)(C5=C(C=C6C(=C5)C78CCN9C7C(C=CC9)(C(C(C8N6C=O)(C(=O)OC)O)OC(=O)C)CC)OC)C(=O)OC)O.OS(=O)(=O)O. Drug 2: CCN(CC)CCNC(=O)C1=C(NC(=C1C)C=C2C3=C(C=CC(=C3)F)NC2=O)C. Cell line: SK-OV-3. Synergy scores: CSS=16.5, Synergy_ZIP=3.30, Synergy_Bliss=8.85, Synergy_Loewe=5.32, Synergy_HSA=9.03. (3) Drug 1: COC1=NC(=NC2=C1N=CN2C3C(C(C(O3)CO)O)O)N. Drug 2: CCCCCOC(=O)NC1=NC(=O)N(C=C1F)C2C(C(C(O2)C)O)O. Cell line: HCT-15. Synergy scores: CSS=-2.99, Synergy_ZIP=2.09, Synergy_Bliss=0.0274, Synergy_Loewe=-2.77, Synergy_HSA=-3.22. (4) Drug 1: C1CN1C2=NC(=NC(=N2)N3CC3)N4CC4. Drug 2: CC1CCCC2(C(O2)CC(NC(=O)CC(C(C(=O)C(C1O)C)(C)C)O)C(=CC3=CSC(=N3)C)C)C. Cell line: SF-268. Synergy scores: CSS=31.7, Synergy_ZIP=-8.24, Synergy_Bliss=-6.99, Synergy_Loewe=-4.75, Synergy_HSA=-0.0779. (5) Drug 1: CC(C)CN1C=NC2=C1C3=CC=CC=C3N=C2N. Drug 2: CC1CCCC2(C(O2)CC(NC(=O)CC(C(C(=O)C(C1O)C)(C)C)O)C(=CC3=CSC(=N3)C)C)C. Cell line: UO-31. Synergy scores: CSS=30.1, Synergy_ZIP=-8.47, Synergy_Bliss=1.59, Synergy_Loewe=-6.66, Synergy_HSA=-1.91. (6) Drug 1: CCCCCOC(=O)NC1=NC(=O)N(C=C1F)C2C(C(C(O2)C)O)O. Drug 2: CC(C)NC(=O)C1=CC=C(C=C1)CNNC.Cl. Cell line: OVCAR-4. Synergy scores: CSS=-5.00, Synergy_ZIP=3.90, Synergy_Bliss=2.99, Synergy_Loewe=-3.51, Synergy_HSA=-3.64. (7) Drug 1: C1CN1P(=S)(N2CC2)N3CC3. Drug 2: C1=CC=C(C(=C1)C(C2=CC=C(C=C2)Cl)C(Cl)Cl)Cl. Cell line: NCI-H522. Synergy scores: CSS=3.26, Synergy_ZIP=-1.90, Synergy_Bliss=-0.613, Synergy_Loewe=-5.52, Synergy_HSA=-1.99. (8) Drug 1: COC1=C(C=C2C(=C1)N=CN=C2NC3=CC(=C(C=C3)F)Cl)OCCCN4CCOCC4. Drug 2: CC1C(C(CC(O1)OC2CC(OC(C2O)C)OC3=CC4=CC5=C(C(=O)C(C(C5)C(C(=O)C(C(C)O)O)OC)OC6CC(C(C(O6)C)O)OC7CC(C(C(O7)C)O)OC8CC(C(C(O8)C)O)(C)O)C(=C4C(=C3C)O)O)O)O. Cell line: OVCAR-5. Synergy scores: CSS=54.3, Synergy_ZIP=5.71, Synergy_Bliss=9.52, Synergy_Loewe=9.28, Synergy_HSA=9.48. (9) Drug 1: C1=NC2=C(N=C(N=C2N1C3C(C(C(O3)CO)O)F)Cl)N. Drug 2: CCN(CC)CCNC(=O)C1=C(NC(=C1C)C=C2C3=C(C=CC(=C3)F)NC2=O)C. Cell line: MDA-MB-435. Synergy scores: CSS=0.149, Synergy_ZIP=-1.17, Synergy_Bliss=-1.72, Synergy_Loewe=-8.91, Synergy_HSA=-3.65.